This data is from Full USPTO retrosynthesis dataset with 1.9M reactions from patents (1976-2016). The task is: Predict the reactants needed to synthesize the given product. (1) The reactants are: O[Li].O.[C:4]([O:8][C:9]([NH:11][C@H:12]([CH2:17][C:18]1[CH:23]=[CH:22][C:21]([Cl:24])=[C:20]([F:25])[CH:19]=1)[C:13]([O:15]C)=[O:14])=[O:10])([CH3:7])([CH3:6])[CH3:5].C1COCC1. Given the product [C:4]([O:8][C:9]([NH:11][C@H:12]([CH2:17][C:18]1[CH:23]=[CH:22][C:21]([Cl:24])=[C:20]([F:25])[CH:19]=1)[C:13]([OH:15])=[O:14])=[O:10])([CH3:7])([CH3:5])[CH3:6], predict the reactants needed to synthesize it. (2) Given the product [Cl:3][C:4]1[C:9]([O:10][CH2:11][CH3:12])=[C:8]([CH2:13][N:14]2[CH2:15][C:16]3([CH2:21][C:20]([N:22]4[CH2:27][CH2:26][C:25]([CH3:33])([C:28]([OH:30])=[O:29])[CH2:24][CH2:23]4)=[N:19][O:18]3)[CH2:17]2)[CH:7]=[C:6]([CH:34]2[CH2:35][CH2:36]2)[C:5]=1[C:37]1[CH:38]=[CH:39][C:40]([F:43])=[CH:41][CH:42]=1, predict the reactants needed to synthesize it. The reactants are: [OH-].[Na+].[Cl:3][C:4]1[C:9]([O:10][CH2:11][CH3:12])=[C:8]([CH2:13][N:14]2[CH2:17][C:16]3([CH2:21][C:20]([N:22]4[CH2:27][CH2:26][C:25]([CH3:33])([C:28]([O:30]CC)=[O:29])[CH2:24][CH2:23]4)=[N:19][O:18]3)[CH2:15]2)[CH:7]=[C:6]([CH:34]2[CH2:36][CH2:35]2)[C:5]=1[C:37]1[CH:42]=[CH:41][C:40]([F:43])=[CH:39][CH:38]=1.Cl. (3) Given the product [Cl:1][C:2]1[N:11]=[C:10]([N:12]([C:13]2[CH:18]=[CH:17][CH:16]=[C:15]([O:19][CH3:20])[C:14]=2[O:21][CH3:22])[CH3:23])[C:9]2[C:4](=[CH:5][CH:6]=[CH:7][CH:8]=2)[N:3]=1, predict the reactants needed to synthesize it. The reactants are: [Cl:1][C:2]1[N:11]=[C:10]([NH:12][C:13]2[CH:18]=[CH:17][CH:16]=[C:15]([O:19][CH3:20])[C:14]=2[O:21][CH3:22])[C:9]2[C:4](=[CH:5][CH:6]=[CH:7][CH:8]=2)[N:3]=1.[CH3:23]I. (4) Given the product [NH2:46][C:45]1[C:39]2[C:38](=[CH:43][CH:42]=[CH:41][C:40]=2[F:44])[C:30]([C:7]2[CH:8]=[C:9]([CH2:21][CH3:22])[C:10](=[O:13])[NH:11][CH:12]=2)([C:28]2[CH:27]=[CH:26][N:25]=[C:24]([Br:23])[CH:29]=2)[N:31]=1, predict the reactants needed to synthesize it. The reactants are: C([Li])CCC.Br[C:7]1[CH:8]=[C:9]([CH2:21][CH3:22])[C:10]([O:13][Si](C(C)(C)C)(C)C)=[N:11][CH:12]=1.[Br:23][C:24]1[CH:29]=[C:28]([C:30]([C:38]2[CH:43]=[CH:42][CH:41]=[C:40]([F:44])[C:39]=2[C:45]#[N:46])=[N:31]S(C(C)(C)C)=O)[CH:27]=[CH:26][N:25]=1.Cl.[OH-].[Na+]. (5) Given the product [CH3:11][C:9]([S:12]([NH:15][C@H:16]1[CH2:21][CH2:20][C@H:19]([C:22]([O:24][CH3:25])=[O:23])[CH2:18][CH2:17]1)(=[O:14])=[O:13])([CH3:8])[CH3:10], predict the reactants needed to synthesize it. The reactants are: C[O-].[Na+].C(OC)=O.[CH3:8][C:9]([S:12]([NH:15][C@@H:16]1[CH2:21][CH2:20][C@H:19]([C:22]([O:24][CH3:25])=[O:23])[CH2:18][CH2:17]1)(=[O:14])=[O:13])([CH3:11])[CH3:10].Cl. (6) The reactants are: [C:1]([O:5][C:6]([C:8]1[CH:12]=[CH:11][NH:10][CH:9]=1)=[O:7])([CH3:4])([CH3:3])[CH3:2].BrC[CH:15]([CH2:32]C([O-])=O)[CH2:16][O:17][C:18]1[CH:23]=[CH:22][C:21]([CH2:24][CH2:25][CH2:26][CH2:27][CH2:28][CH2:29][CH2:30][CH3:31])=[CH:20][CH:19]=1. Given the product [C:1]([O:5][C:6]([C:8]1[CH:12]=[CH:11][N:10]([CH2:32][CH:15]([O:7][C:6](=[O:5])[CH3:8])[CH2:16][O:17][C:18]2[CH:19]=[CH:20][C:21]([CH2:24][CH2:25][CH2:26][CH2:27][CH2:28][CH2:29][CH2:30][CH3:31])=[CH:22][CH:23]=2)[CH:9]=1)=[O:7])([CH3:4])([CH3:2])[CH3:3], predict the reactants needed to synthesize it.